From a dataset of Reaction yield outcomes from USPTO patents with 853,638 reactions. Predict the reaction yield, written as a fraction of the theoretical maximum amount of product (1.0 means a 100% yield; for example, 0.34 means a 34% yield). (1) The reactants are Br[C:2]1[CH:3]=[C:4]([F:12])[CH:5]=[C:6]2[C:10]=1[NH:9][CH:8]=[C:7]2[CH3:11].[Cl:13][C:14]1[CH:15]=[C:16]([OH:21])[CH:17]=[CH:18][C:19]=1[Cl:20].Cl.CN(C)CC(O)=O.C([O-])([O-])=O.[Cs+].[Cs+]. The catalyst is O1CCOCC1.[Cu]I. The product is [Cl:13][C:14]1[CH:15]=[C:16]([CH:17]=[CH:18][C:19]=1[Cl:20])[O:21][C:2]1[CH:3]=[C:4]([F:12])[CH:5]=[C:6]2[C:10]=1[NH:9][CH:8]=[C:7]2[CH3:11]. The yield is 0.340. (2) The reactants are Cl.[NH2:2][C@H:3]1[CH:12]2[CH:7]3[CH:8]4[CH:11]2[CH:10]2[CH:5]([CH:6]3[CH:9]42)[C@H:4]1[C:13]([O:15][CH3:16])=[O:14].C([O-])(=O)C.[Na+].[F:22][C:23]1[CH:30]=[CH:29][C:26]([CH:27]=O)=[CH:25][CH:24]=1.C([BH3-])#N.[Na+].C(=O)(O)[O-].[Na+]. The catalyst is CO. The product is [F:22][C:23]1[CH:30]=[CH:29][C:26]([CH2:27][NH:2][C@H:3]2[CH:12]3[CH:7]4[CH:8]5[CH:11]3[CH:10]3[CH:5]([CH:6]4[CH:9]53)[C@H:4]2[C:13]([O:15][CH3:16])=[O:14])=[CH:25][CH:24]=1. The yield is 0.350. (3) The reactants are [CH3:1][C:2]1[O:11][C:5]2[N:6]=[CH:7][N:8]=[C:9](Cl)[C:4]=2[CH:3]=1.[CH3:12][S-:13].[Na+]. The catalyst is C(#N)C. The product is [CH3:1][C:2]1[O:11][C:5]2[N:6]=[CH:7][N:8]=[C:9]([S:13][CH3:12])[C:4]=2[CH:3]=1. The yield is 0.900. (4) The yield is 0.930. No catalyst specified. The reactants are [Cl:1][S:2]([OH:5])(=O)=[O:3].[C:6]([N:9]1[C:17]2[C:12](=[CH:13][C:14]([Br:18])=[CH:15][CH:16]=2)[CH2:11][CH2:10]1)(=[O:8])[CH3:7]. The product is [C:6]([N:9]1[C:17]2[C:12](=[CH:13][C:14]([Br:18])=[C:15]([S:2]([Cl:1])(=[O:5])=[O:3])[CH:16]=2)[CH2:11][CH2:10]1)(=[O:8])[CH3:7]. (5) The reactants are [Cl:1][CH2:2][CH2:3][CH2:4][S:5](Cl)(=[O:7])=[O:6].[F:9][C:10]([F:23])([F:22])[C:11]1[CH:12]=[C:13]([CH:15]=[C:16]([C:18]([F:21])([F:20])[F:19])[CH:17]=1)[NH2:14]. The catalyst is N1C=CC=CC=1. The product is [F:9][C:10]([F:22])([F:23])[C:11]1[CH:12]=[C:13]([NH:14][S:5]([CH2:4][CH2:3][CH2:2][Cl:1])(=[O:7])=[O:6])[CH:15]=[C:16]([C:18]([F:19])([F:21])[F:20])[CH:17]=1. The yield is 0.690. (6) The reactants are [NH2:1][C:2]1[C:10]([Cl:11])=[CH:9][CH:8]=[CH:7][C:3]=1[C:4]([OH:6])=O.O=S(Cl)Cl.[Cl:16][C:17]1[CH:23]=[CH:22][CH:21]=[CH:20][C:18]=1[NH2:19].C(Cl)(Cl)Cl. The catalyst is C1C=CC=CC=1. The product is [NH2:1][C:2]1[C:10]([Cl:11])=[CH:9][CH:8]=[CH:7][C:3]=1[C:4]([NH:19][C:18]1[CH:20]=[CH:21][CH:22]=[CH:23][C:17]=1[Cl:16])=[O:6]. The yield is 0.780.